From a dataset of Peptide-MHC class I binding affinity with 185,985 pairs from IEDB/IMGT. Regression. Given a peptide amino acid sequence and an MHC pseudo amino acid sequence, predict their binding affinity value. This is MHC class I binding data. (1) The peptide sequence is YAGTIKESLL. The MHC is HLA-A68:02 with pseudo-sequence HLA-A68:02. The binding affinity (normalized) is 0.302. (2) The peptide sequence is CERYGFPAS. The MHC is HLA-B27:03 with pseudo-sequence HLA-B27:03. The binding affinity (normalized) is 0.0847. (3) The peptide sequence is LTYSQLMTL. The MHC is HLA-A02:06 with pseudo-sequence HLA-A02:06. The binding affinity (normalized) is 0.625. (4) The peptide sequence is APGWLIWTY. The MHC is HLA-B45:01 with pseudo-sequence HLA-B45:01. The binding affinity (normalized) is 0. (5) The peptide sequence is SDYLKLDTI. The MHC is Patr-B2401 with pseudo-sequence Patr-B2401. The binding affinity (normalized) is 0.554. (6) The peptide sequence is VALNVTESF. The MHC is Mamu-A2201 with pseudo-sequence Mamu-A2201. The binding affinity (normalized) is 0.0607. (7) The peptide sequence is FIMIVGGLV. The MHC is HLA-A02:01 with pseudo-sequence HLA-A02:01. The binding affinity (normalized) is 0.451. (8) The peptide sequence is KLYERNTAF. The MHC is BoLA-AW10 with pseudo-sequence BoLA-AW10. The binding affinity (normalized) is 0.0641. (9) The MHC is HLA-A02:16 with pseudo-sequence HLA-A02:16. The binding affinity (normalized) is 0.0847. The peptide sequence is ERAFQNWSV.